Dataset: Forward reaction prediction with 1.9M reactions from USPTO patents (1976-2016). Task: Predict the product of the given reaction. Given the reactants [O:1]1[CH:5]=[CH:4][CH:3]=[C:2]1[C:6](=O)[CH2:7][C:8]1[CH:13]=[CH:12][CH:11]=[CH:10][CH:9]=1.[CH2:15]([O:17][C:18]1[CH:19]=[C:20]([CH:23]=[C:24]([N+:27]([O-:29])=[O:28])[C:25]=1[OH:26])[CH:21]=O)[CH3:16].[NH2:30][C:31]([NH2:33])=[O:32].Cl, predict the reaction product. The product is: [CH2:15]([O:17][C:18]1[CH:19]=[C:20]([CH:21]2[C:7]([C:8]3[CH:13]=[CH:12][CH:11]=[CH:10][CH:9]=3)=[C:6]([C:2]3[O:1][CH:5]=[CH:4][CH:3]=3)[NH:33][C:31](=[O:32])[NH:30]2)[CH:23]=[C:24]([N+:27]([O-:29])=[O:28])[C:25]=1[OH:26])[CH3:16].